Dataset: Forward reaction prediction with 1.9M reactions from USPTO patents (1976-2016). Task: Predict the product of the given reaction. (1) Given the reactants Cl[C:2]1[C:7]2[C:8](=[O:12])[NH:9][N:10]=[CH:11][C:6]=2[N:5]=[CH:4][CH:3]=1.C([O-])([O-])=O.[Na+].[Na+].[N:19]1[CH:24]=[CH:23][C:22](B(O)O)=[CH:21][CH:20]=1.C([O-])(O)=O.[Na+], predict the reaction product. The product is: [N:19]1[CH:24]=[CH:23][C:22]([C:2]2[C:7]3[C:8](=[O:12])[NH:9][N:10]=[CH:11][C:6]=3[N:5]=[CH:4][CH:3]=2)=[CH:21][CH:20]=1. (2) Given the reactants [C:1]([O:4][C@@H:5]1[C@@H:10]([O:11][C:12](=[O:14])[CH3:13])[C@H:9]([O:15][C:16](=[O:18])[CH3:17])[C@@H:8]([CH2:19][O:20][C:21](=[O:23])[CH3:22])[O:7][C@H:6]1[C:24]1[CH:29]=[CH:28][C:27]([CH3:30])=[C:26]([CH2:31][C:32]2[S:33][C:34](Br)=[CH:35][CH:36]=2)[CH:25]=1)(=[O:3])[CH3:2].[CH3:38][N:39](C)C(=O)C, predict the reaction product. The product is: [C:1]([O:4][C@@H:5]1[C@@H:10]([O:11][C:12](=[O:14])[CH3:13])[C@H:9]([O:15][C:16](=[O:18])[CH3:17])[C@@H:8]([CH2:19][O:20][C:21](=[O:23])[CH3:22])[O:7][C@H:6]1[C:24]1[CH:29]=[CH:28][C:27]([CH3:30])=[C:26]([CH2:31][C:32]2[S:33][C:34]([C:38]#[N:39])=[CH:35][CH:36]=2)[CH:25]=1)(=[O:3])[CH3:2].